Task: Binary Classification. Given a drug SMILES string, predict its activity (active/inactive) in a high-throughput screening assay against a specified biological target.. Dataset: Choline transporter screen with 302,306 compounds (1) The drug is s1c(/C=N/N2CCN(CC2)c2ccccc2)ccc1. The result is 0 (inactive). (2) The molecule is O=C(NCC(=O)Nc1c(cccc1C)C)c1c2c(nc(c1)c1ccncc1)cccc2. The result is 0 (inactive). (3) The drug is O1C(CC(=O)c2c1c(C\C=C(/C)C)c(O)cc2O)c1ccc(O)cc1. The result is 0 (inactive). (4) The drug is S1CN(C(C)C)CN(Cc2ccc(OC)cc2)C1=S. The result is 0 (inactive). (5) The molecule is s1c(C(OC2(C(=O)C=3C(=CC2=O)C=C(OC3)c2ccc(cc2)C#N)C)=O)ccc1. The result is 0 (inactive). (6) The molecule is S(Cc1c(OC(C)C)ccc(c1)C(=O)C)C(N)=N. The result is 0 (inactive).